From a dataset of Forward reaction prediction with 1.9M reactions from USPTO patents (1976-2016). Predict the product of the given reaction. Given the reactants [S:1]1[C:5]([C:6]2[C:7]([O:27][CH3:28])=[CH:8][C:9]([O:25][CH3:26])=[C:10](/[CH:12]=[CH:13]/[C:14]([C:16]3[CH:24]=[CH:23][C:19]([C:20]([OH:22])=[O:21])=[CH:18][CH:17]=3)=[O:15])[CH:11]=2)=[CH:4][C:3]2[CH:29]=[CH:30][CH:31]=[CH:32][C:2]1=2, predict the reaction product. The product is: [S:1]1[C:5]([C:6]2[C:7]([O:27][CH3:28])=[CH:8][C:9]([O:25][CH3:26])=[C:10](/[CH:12]=[CH:13]\[C:14]([C:16]3[CH:24]=[CH:23][C:19]([C:20]([OH:22])=[O:21])=[CH:18][CH:17]=3)=[O:15])[CH:11]=2)=[CH:4][C:3]2[CH:29]=[CH:30][CH:31]=[CH:32][C:2]1=2.